Dataset: Reaction yield outcomes from USPTO patents with 853,638 reactions. Task: Predict the reaction yield, written as a fraction of the theoretical maximum amount of product (1.0 means a 100% yield; for example, 0.34 means a 34% yield). (1) The reactants are [F:1][C:2]1[CH:7]=[C:6](I)[C:5]([CH3:9])=[CH:4][N:3]=1.[CH3:10][N:11]1[C:15]2[CH:16]=[CH:17][CH:18]=[CH:19][C:14]=2[N:13]=[CH:12]1.C1(P(C2C=CC=CC=2)C2C=CC=CC=2)C=CC=CC=1.C(=O)([O-])[O-].[Na+].[Na+].C(N)CN. The catalyst is CS(C)=O.[Cu](I)I.O. The product is [F:1][C:2]1[CH:7]=[C:6]([C:12]2[N:11]([CH3:10])[C:15]3[CH:16]=[CH:17][CH:18]=[CH:19][C:14]=3[N:13]=2)[C:5]([CH3:9])=[CH:4][N:3]=1. The yield is 0.420. (2) The reactants are C([O:14][C:15]1[C:16]2[C:29](=[O:30])[N:28](CC3C=CC(OC)=CC=3OC)[C:27](=O)[C:17]=2[C:18]([O:25][CH3:26])=[C:19]2[C:24]=1[N:23]=[CH:22][CH:21]=[CH:20]2)(C1C=CC=CC=1)C1C=CC=CC=1.O.C(O)(C)C.[BH4-].[Li+]. The catalyst is O1CCCC1.CO. The product is [OH:14][C:15]1[C:16]2[C:29](=[O:30])[NH:28][CH2:27][C:17]=2[C:18]([O:25][CH3:26])=[C:19]2[C:24]=1[N:23]=[CH:22][CH:21]=[CH:20]2. The yield is 1.13. (3) The reactants are [CH3:1][C:2]([S@:5]([NH:7][C:8]([C:24]1[CH:29]=[CH:28][CH:27]=[C:26]([O:30][C:31]([F:34])([F:33])[F:32])[CH:25]=1)([C:13]1[CH:18]=[CH:17][CH:16]=[C:15]([O:19][C:20]([F:23])([F:22])[F:21])[CH:14]=1)[CH2:9][C:10]([NH2:12])=[O:11])=[O:6])([CH3:4])[CH3:3].CO. The catalyst is N.C(O)CO.CCOC(C)=O. The product is [CH3:4][C:2]([S:5]([NH:7][C:8]([C:13]1[CH:18]=[CH:17][CH:16]=[C:15]([O:19][C:20]([F:23])([F:21])[F:22])[CH:14]=1)([C:24]1[CH:29]=[CH:28][CH:27]=[C:26]([O:30][C:31]([F:33])([F:34])[F:32])[CH:25]=1)[CH2:9][C:10]([NH2:12])=[O:11])=[O:6])([CH3:1])[CH3:3]. The yield is 0.760. (4) The reactants are [F:1][C:2]1[CH:3]=[C:4]([CH:7]=[CH:8][CH:9]=1)[CH2:5][NH2:6].C([O:12][C:13]([C:15]1[C:16]([OH:30])=[N:17][C:18]2[C:23]([C:24]=1[OH:25])=[CH:22][CH:21]=[C:20]([C:26]([F:29])([F:28])[F:27])[CH:19]=2)=O)C.C(Cl)Cl. The catalyst is CCO. The product is [F:1][C:2]1[CH:3]=[C:4]([CH:7]=[CH:8][CH:9]=1)[CH2:5][NH:6][C:13]([C:15]1[C:16]([OH:30])=[N:17][C:18]2[C:23]([C:24]=1[OH:25])=[CH:22][CH:21]=[C:20]([C:26]([F:29])([F:27])[F:28])[CH:19]=2)=[O:12]. The yield is 0.980.